From a dataset of Merck oncology drug combination screen with 23,052 pairs across 39 cell lines. Regression. Given two drug SMILES strings and cell line genomic features, predict the synergy score measuring deviation from expected non-interaction effect. Cell line: UWB1289. Drug 2: CC(C)CC(NC(=O)C(Cc1ccccc1)NC(=O)c1cnccn1)B(O)O. Drug 1: NC1(c2ccc(-c3nc4ccn5c(=O)[nH]nc5c4cc3-c3ccccc3)cc2)CCC1. Synergy scores: synergy=-30.2.